This data is from Reaction yield outcomes from USPTO patents with 853,638 reactions. The task is: Predict the reaction yield, written as a fraction of the theoretical maximum amount of product (1.0 means a 100% yield; for example, 0.34 means a 34% yield). (1) The reactants are [NH2:1][C:2]1[O:6][N:5]=[C:4]([C:7]2[CH:12]=[CH:11][CH:10]=[CH:9][C:8]=2[F:13])[C:3]=1[C:14]([OH:16])=O.Cl.C(N=C=NCCCN(C)C)C.[CH3:29][O:30][C:31]1[CH:36]=[CH:35][CH:34]=[CH:33][C:32]=1[N:37]1[CH2:42][CH2:41][NH:40][CH2:39][CH2:38]1. The catalyst is ClCCl. The product is [NH2:1][C:2]1[O:6][N:5]=[C:4]([C:7]2[CH:12]=[CH:11][CH:10]=[CH:9][C:8]=2[F:13])[C:3]=1[C:14]([N:40]1[CH2:39][CH2:38][N:37]([C:32]2[CH:33]=[CH:34][CH:35]=[CH:36][C:31]=2[O:30][CH3:29])[CH2:42][CH2:41]1)=[O:16]. The yield is 0.770. (2) The reactants are [CH3:1][N:2]1[CH2:25][CH2:24][C:5]2[N:6]=[C:7]([NH:11][C:12]3[CH:17]=[CH:16][C:15]([N:18]4[CH:22]=[CH:21][N:20]=[C:19]4[CH3:23])=[CH:14][CH:13]=3)[N:8]=[C:9]([OH:10])[C:4]=2[CH2:3]1.[F:26][C:27]([F:46])([F:45])[S:28](N(C1C=CC=CC=1)[S:28]([C:27]([F:46])([F:45])[F:26])(=[O:30])=[O:29])(=[O:30])=[O:29].N12CCCN=C1CCCCC2. The catalyst is CN(C)C1C=CN=CC=1.C(Cl)Cl. The product is [F:26][C:27]([F:46])([F:45])[S:28]([O:10][C:9]1[C:4]2[CH2:3][N:2]([CH3:1])[CH2:25][CH2:24][C:5]=2[N:6]=[C:7]([NH:11][C:12]2[CH:13]=[CH:14][C:15]([N:18]3[CH:22]=[CH:21][N:20]=[C:19]3[CH3:23])=[CH:16][CH:17]=2)[N:8]=1)(=[O:30])=[O:29]. The yield is 0.900. (3) The reactants are O[C:2]1[N:3]=[C:4]2[CH:12]=[C:11](/[CH:13]=[CH:14]/[C:15]3[S:16][CH:17]=[C:18]([CH:20]([CH3:22])[CH3:21])[N:19]=3)[CH:10]=[CH:9][N:5]2[C:6](=[O:8])[CH:7]=1.C1(C)C=CC(S(Cl)(=O)=O)=CC=1.C(N(CC)CC)C.Cl.[CH3:42][NH:43][C:44]([CH:46]1[CH2:51][CH2:50][CH2:49][NH:48][CH2:47]1)=[O:45]. The catalyst is O1CCCC1.CN(C)C1C=CN=CC=1.CN(C)C=O. The product is [CH3:42][NH:43][C:44]([CH:46]1[CH2:51][CH2:50][CH2:49][N:48]([C:2]2[N:3]=[C:4]3[CH:12]=[C:11](/[CH:13]=[CH:14]/[C:15]4[S:16][CH:17]=[C:18]([CH:20]([CH3:22])[CH3:21])[N:19]=4)[CH:10]=[CH:9][N:5]3[C:6](=[O:8])[CH:7]=2)[CH2:47]1)=[O:45]. The yield is 0.790.